From a dataset of Forward reaction prediction with 1.9M reactions from USPTO patents (1976-2016). Predict the product of the given reaction. (1) Given the reactants [CH2:1]([C:8]1[N:9]=[C:10]([NH2:13])[NH:11][N:12]=1)[C:2]1[CH:7]=[CH:6][CH:5]=[CH:4][CH:3]=1.[CH3:14][O:15][C:16]1[CH:21]=[CH:20][C:19]([C:22](=O)[CH2:23][C:24](OCC)=[O:25])=[CH:18][CH:17]=1, predict the reaction product. The product is: [CH2:1]([C:8]1[N:9]=[C:10]2[NH:13][C:22]([C:19]3[CH:18]=[CH:17][C:16]([O:15][CH3:14])=[CH:21][CH:20]=3)=[CH:23][C:24](=[O:25])[N:11]2[N:12]=1)[C:2]1[CH:3]=[CH:4][CH:5]=[CH:6][CH:7]=1. (2) Given the reactants [CH3:1][C@H:2]1[C:15](=[O:16])[NH:14][N:13]=[C:12]2[N:3]1[C:4]1[CH:5]=[C:6]3[N:19]([C@@:20]4([CH3:25])[CH2:24][CH2:23][NH:22][CH2:21]4)[CH:18]=[CH:17][C:7]3=[CH:8][C:9]=1[O:10][CH2:11]2.C(OC(N1CC[C@](NC2C=C3C(=CC=2Br)OCC2N3[C@H](C)C(=O)NN=2)(C)C1)=O)(C)(C)C, predict the reaction product. The product is: [CH3:1][C@@H:2]1[C:15](=[O:16])[NH:14][N:13]=[C:12]2[N:3]1[C:4]1[CH:5]=[C:6]3[N:19]([C@:20]4([CH3:25])[CH2:24][CH2:23][NH:22][CH2:21]4)[CH:18]=[CH:17][C:7]3=[CH:8][C:9]=1[O:10][CH2:11]2.